This data is from Reaction yield outcomes from USPTO patents with 853,638 reactions. The task is: Predict the reaction yield, written as a fraction of the theoretical maximum amount of product (1.0 means a 100% yield; for example, 0.34 means a 34% yield). (1) The reactants are [N:1]1([C:7]2[CH:12]=[CH:11][C:10]([NH:13][C:14]3[N:19]=[C:18]([CH2:20][CH2:21][C:22]4[CH:27]=[CH:26][CH:25]=[CH:24][C:23]=4[CH2:28][C:29]([NH2:31])=[O:30])[C:17]([C:32]([F:35])([F:34])[F:33])=[CH:16][N:15]=3)=[CH:9][CH:8]=2)[CH2:6][CH2:5][NH:4][CH2:3][CH2:2]1.C1C[O:39][CH2:38][CH2:37]1.C(N(CC)CC)C.C(OC(=O)C)(=O)C. The catalyst is C(Cl)Cl.CN(C=O)C. The product is [C:38]([N:4]1[CH2:5][CH2:6][N:1]([C:7]2[CH:12]=[CH:11][C:10]([NH:13][C:14]3[N:19]=[C:18]([CH2:20][CH2:21][C:22]4[CH:27]=[CH:26][CH:25]=[CH:24][C:23]=4[CH2:28][C:29]([NH2:31])=[O:30])[C:17]([C:32]([F:33])([F:35])[F:34])=[CH:16][N:15]=3)=[CH:9][CH:8]=2)[CH2:2][CH2:3]1)(=[O:39])[CH3:37]. The yield is 0.870. (2) The reactants are [F:1][C:2]([F:43])([F:42])[C:3]1[CH:4]=[C:5]([CH:39]=[CH:40][CH:41]=1)[CH2:6][NH:7][C:8](=[O:38])[C:9]1[CH:14]=[CH:13][N:12]=[C:11]([C:15]2[CH:20]=[C:19]([N:21]3[CH2:26][CH2:25][CH2:24][CH2:23][CH2:22]3)[CH:18]=[CH:17][C:16]=2[NH:27][C:28](=[O:37])[C:29]2[CH:34]=[CH:33][CH:32]=[C:31]([CH2:35]Br)[CH:30]=2)[CH:10]=1.C(=O)([O-])[O-].[K+].[K+].[I-].[K+].[NH:52]1[CH2:56][CH2:55][C@@H:54]([NH:57][C:58](=[O:60])[CH3:59])[CH2:53]1. The catalyst is CN(C)C=O.O. The product is [C:58]([NH:57][C@H:54]1[CH2:55][CH2:56][N:52]([CH2:35][C:31]2[CH:30]=[C:29]([CH:34]=[CH:33][CH:32]=2)[C:28]([NH:27][C:16]2[CH:17]=[CH:18][C:19]([N:21]3[CH2:26][CH2:25][CH2:24][CH2:23][CH2:22]3)=[CH:20][C:15]=2[C:11]2[CH:10]=[C:9]([CH:14]=[CH:13][N:12]=2)[C:8]([NH:7][CH2:6][C:5]2[CH:39]=[CH:40][CH:41]=[C:3]([C:2]([F:43])([F:42])[F:1])[CH:4]=2)=[O:38])=[O:37])[CH2:53]1)(=[O:60])[CH3:59]. The yield is 0.300. (3) The reactants are [NH:1]1[CH2:6][CH2:5][CH2:4][C@@H:3]([C:7]([O:9][CH2:10][CH3:11])=[O:8])[CH2:2]1.[NH2:12][C:13]1[C:18]([N+:19]([O-:21])=[O:20])=[CH:17][CH:16]=[C:15](Cl)[N:14]=1.C(N(CC)CC)C. The catalyst is CS(C)=O. The product is [NH2:12][C:13]1[N:14]=[C:15]([N:1]2[CH2:6][CH2:5][CH2:4][C@@H:3]([C:7]([O:9][CH2:10][CH3:11])=[O:8])[CH2:2]2)[CH:16]=[CH:17][C:18]=1[N+:19]([O-:21])=[O:20]. The yield is 0.935. (4) The reactants are Cl.N1C=CC=CC=1.[Cl:8][C:9]1[CH:10]=[C:11]([NH:16][C:17]2[C:26]3[C:21](=[CH:22][C:23]([O:29][CH3:30])=[CH:24][C:25]=3[O:27]C)[N:20]=[CH:19][N:18]=2)[CH:12]=[CH:13][C:14]=1[F:15]. The catalyst is N1C=CC=CC=1.N.CO. The product is [Cl:8][C:9]1[CH:10]=[C:11]([NH:16][C:17]2[C:26]3[C:25]([OH:27])=[CH:24][C:23]([O:29][CH3:30])=[CH:22][C:21]=3[N:20]=[CH:19][N:18]=2)[CH:12]=[CH:13][C:14]=1[F:15]. The yield is 0.680. (5) The yield is 0.500. The catalyst is O1CCCC1.CCCCCC.C(OCC)(=O)C. The product is [O:24]1[CH2:25][CH2:26][CH2:27][CH2:28][CH:23]1[O:22][CH2:21][C:8]1[CH:9]=[CH:10][C:11]([CH2:13][O:14][CH:15]2[CH2:20][CH2:19][CH2:18][CH2:17][O:16]2)=[CH:12][C:7]=1[C:29]([OH:31])=[O:30]. The reactants are C([Li])CCC.Br[C:7]1[CH:12]=[C:11]([CH2:13][O:14][CH:15]2[CH2:20][CH2:19][CH2:18][CH2:17][O:16]2)[CH:10]=[CH:9][C:8]=1[CH2:21][O:22][CH:23]1[CH2:28][CH2:27][CH2:26][CH2:25][O:24]1.[C:29](=[O:31])=[O:30].[Cl-].[NH4+].